This data is from Catalyst prediction with 721,799 reactions and 888 catalyst types from USPTO. The task is: Predict which catalyst facilitates the given reaction. (1) Reactant: [NH2:1][CH2:2][CH2:3][CH2:4][CH2:5][CH2:6][CH2:7][NH2:8].[C:9]1(=[O:15])[O:14][C:12](=[O:13])[CH:11]=[CH:10]1. Product: [NH2:1][CH2:2][CH2:3][CH2:4][CH2:5][CH2:6][CH2:7][NH:8][C:9](=[O:15])/[CH:10]=[CH:11]\[C:12]([OH:14])=[O:13]. The catalyst class is: 7. (2) Product: [Cl:2][C:3]1[CH:8]=[CH:7][N:6]=[C:5]([C:9]([N:13]([CH3:15])[NH:14][CH3:16])=[O:10])[CH:4]=1. The catalyst class is: 249. Reactant: Cl.[Cl:2][C:3]1[CH:8]=[CH:7][N:6]=[C:5]([C:9](Cl)=[O:10])[CH:4]=1.C[N:13]([CH3:15])[NH2:14].[CH:16](N(CC)C(C)C)(C)C. (3) Reactant: [NH2:1][CH:2]([CH2:5][CH3:6])[CH2:3][CH3:4].Cl[C:8]1[N:13]2[N:14]=[C:15]([CH3:26])[C:16]([C:17]3[C:22]([CH3:23])=[CH:21][C:20]([CH3:24])=[CH:19][C:18]=3[CH3:25])=[C:12]2[N:11]=[C:10]([CH3:27])[C:9]=1[CH2:28][C:29]([O:31][CH2:32][CH3:33])=[O:30].O. Product: [CH2:3]([CH:2]([NH:1][C:8]1[N:13]2[N:14]=[C:15]([CH3:26])[C:16]([C:17]3[C:22]([CH3:23])=[CH:21][C:20]([CH3:24])=[CH:19][C:18]=3[CH3:25])=[C:12]2[N:11]=[C:10]([CH3:27])[C:9]=1[CH2:28][C:29]([O:31][CH2:32][CH3:33])=[O:30])[CH2:5][CH3:6])[CH3:4]. The catalyst class is: 10. (4) Reactant: [N+:1]([C:4]1[CH:5]=[C:6]2[C:10](=[CH:11][CH:12]=1)[NH:9][CH:8]=[C:7]2[C:13]1[CH2:18][CH2:17][N:16]([C:19]([O:21][C:22]([CH3:25])([CH3:24])[CH3:23])=[O:20])[CH2:15][CH:14]=1)([O-:3])=[O:2].[H-].[Na+].CI.[C:30](OCC)(=O)C. Product: [CH3:30][N:9]1[C:10]2[C:6](=[CH:5][C:4]([N+:1]([O-:3])=[O:2])=[CH:12][CH:11]=2)[C:7]([C:13]2[CH2:18][CH2:17][N:16]([C:19]([O:21][C:22]([CH3:25])([CH3:24])[CH3:23])=[O:20])[CH2:15][CH:14]=2)=[CH:8]1. The catalyst class is: 134. (5) Reactant: [Cl:1][C:2]1[CH:21]=[CH:20][C:5]([C:6]([N:8]2[CH2:14][C:13]3[CH:15]=[CH:16][CH:17]=[CH:18][C:12]=3[NH:11][C:10](=[O:19])[CH2:9]2)=[O:7])=[CH:4][CH:3]=1.[H-].[Na+].[F:24][C:25]1[CH:32]=[CH:31][C:28]([CH2:29]Cl)=[CH:27][CH:26]=1.C(OCC)(=O)C. Product: [Cl:1][C:2]1[CH:21]=[CH:20][C:5]([C:6]([N:8]2[CH2:14][C:13]3[CH:15]=[CH:16][CH:17]=[CH:18][C:12]=3[N:11]([CH2:29][C:28]3[CH:31]=[CH:32][C:25]([F:24])=[CH:26][CH:27]=3)[C:10](=[O:19])[CH2:9]2)=[O:7])=[CH:4][CH:3]=1. The catalyst class is: 3.